From a dataset of Full USPTO retrosynthesis dataset with 1.9M reactions from patents (1976-2016). Predict the reactants needed to synthesize the given product. (1) Given the product [CH:49]1([O:48][C:45]2[CH:44]=[CH:43][C:42]([NH:41][C:21]([NH:22][CH:23]3[CH2:24][CH2:25][N:26]([C:2]4[C:11]5[C:6](=[CH:7][C:8]([O:14][CH3:15])=[C:9]([O:12][CH3:13])[CH:10]=5)[N:5]=[CH:4][N:3]=4)[CH2:27][CH2:28]3)=[O:29])=[CH:47][CH:46]=2)[CH2:53][CH2:52][CH2:51][CH2:50]1, predict the reactants needed to synthesize it. The reactants are: Cl[C:2]1[C:11]2[C:6](=[CH:7][C:8]([O:14][CH3:15])=[C:9]([O:12][CH3:13])[CH:10]=2)[N:5]=[CH:4][N:3]=1.C(O[C:21](=[O:29])[NH:22][CH:23]1[CH2:28][CH2:27][NH:26][CH2:25][CH2:24]1)(C)(C)C.[N+](C1C=CC(OC(=O)[NH:41][C:42]2[CH:47]=[CH:46][C:45]([O:48][CH:49]3[CH2:53][CH2:52][CH2:51][CH2:50]3)=[CH:44][CH:43]=2)=CC=1)([O-])=O. (2) Given the product [Br:35][CH2:2][C:3]1[CH:8]=[CH:7][CH:6]=[C:5]([S:9][CH:10]2[CH2:14][CH2:13][CH2:12][CH2:11]2)[CH:4]=1, predict the reactants needed to synthesize it. The reactants are: O[CH2:2][C:3]1[CH:8]=[CH:7][CH:6]=[C:5]([S:9][CH:10]2[CH2:14][CH2:13][CH2:12][CH2:11]2)[CH:4]=1.C1(P(C2C=CC=CC=2)C2C=CC=CC=2)C=CC=CC=1.C(Br)(Br)(Br)[Br:35].